From a dataset of Retrosynthesis with 50K atom-mapped reactions and 10 reaction types from USPTO. Predict the reactants needed to synthesize the given product. (1) Given the product C=CCc1ccc(Br)cc1, predict the reactants needed to synthesize it. The reactants are: Brc1ccc(Br)cc1.C=CCBr. (2) Given the product COc1ccccc1N1CCN(CCCCNC(=O)c2ccc3c(c2)Cc2ccccc2-3)CC1, predict the reactants needed to synthesize it. The reactants are: COc1ccccc1N1CCN(CCCCN)CC1.O=C(O)c1ccc2c(c1)Cc1ccccc1-2.